Dataset: Catalyst prediction with 721,799 reactions and 888 catalyst types from USPTO. Task: Predict which catalyst facilitates the given reaction. (1) Product: [CH:1]1([CH2:6][CH2:7][S:8]([NH2:12])(=[O:10])=[O:9])[CH2:5][CH2:4][CH2:3][CH2:2]1. Reactant: [CH:1]1([CH2:6][CH2:7][S:8](Cl)(=[O:10])=[O:9])[CH2:5][CH2:4][CH2:3][CH2:2]1.[NH3:12]. The catalyst class is: 7. (2) Reactant: [NH2:1][C:2]1[N:3]=[C:4]([O:13][CH2:14][C:15]([F:18])([F:17])[F:16])[C:5]2[N:11]=[C:10](Cl)[CH:9]=[CH:8][C:6]=2[N:7]=1.[F:19][C:20]1[CH:25]=[CH:24][C:23](B(O)O)=[CH:22][CH:21]=1.C(=O)([O-])[O-].[K+].[K+]. Product: [NH2:1][C:2]1[N:3]=[C:4]([O:13][CH2:14][C:15]([F:18])([F:17])[F:16])[C:5]2[N:11]=[C:10]([C:23]3[CH:24]=[CH:25][C:20]([F:19])=[CH:21][CH:22]=3)[CH:9]=[CH:8][C:6]=2[N:7]=1. The catalyst class is: 70. (3) Reactant: [C:1]([NH:4][CH:5]([CH2:9][SH:10])[C:6]([OH:8])=[O:7])(=[O:3])[CH3:2].[OH:11][C:12]1C2N=NNC=2C=CC=1.[CH2:33]1[CH2:34][CH2:35][CH:30]([N:29]=C=[N:29][CH:30]2[CH2:35][CH2:34][CH2:33][CH2:32][CH2:31]2)[CH2:31][CH2:32]1.CN(C)C=[O:39]. Product: [NH2:29][C:30]1[CH:31]=[CH:32][C:33]([O:7][C:6](=[O:8])[CH:5]([NH:4][C:1](=[O:3])[CH3:2])[CH2:9][SH:10])=[C:34]([CH:35]=1)[C:12]([OH:11])=[O:39]. The catalyst class is: 13.